Dataset: Forward reaction prediction with 1.9M reactions from USPTO patents (1976-2016). Task: Predict the product of the given reaction. (1) Given the reactants [O:1]=[C:2]1[NH:7][C@H:6]([C:8](OCC2C=CC=CC=2)=[O:9])[CH2:5][O:4][CH2:3]1.[BH4-].[Na+], predict the reaction product. The product is: [OH:9][CH2:8][C@H:6]1[NH:7][C:2](=[O:1])[CH2:3][O:4][CH2:5]1. (2) Given the reactants [Br:1][C:2]1[C:3](=[O:35])[N:4]([C:25]2[CH:26]=[C:27]([CH:31]=[CH:32][C:33]=2[CH3:34])[C:28](O)=[O:29])[C:5]([CH3:24])=[CH:6][C:7]=1[O:8][CH2:9][C:10]1[CH:15]=[CH:14][C:13]([F:16])=[CH:12][C:11]=1[CH2:17][NH:18][C:19]([O:21][CH2:22][CH3:23])=[O:20].C[N:37]1CC[O:40][CH2:39][CH2:38]1.ClC(OCC(C)C)=O, predict the reaction product. The product is: [Br:1][C:2]1[C:3](=[O:35])[N:4]([C:25]2[CH:26]=[C:27]([C:28]([NH:37][CH2:38][CH2:39][OH:40])=[O:29])[CH:31]=[CH:32][C:33]=2[CH3:34])[C:5]([CH3:24])=[CH:6][C:7]=1[O:8][CH2:9][C:10]1[CH:15]=[CH:14][C:13]([F:16])=[CH:12][C:11]=1[CH2:17][NH:18][C:19](=[O:20])[O:21][CH2:22][CH3:23].